This data is from Full USPTO retrosynthesis dataset with 1.9M reactions from patents (1976-2016). The task is: Predict the reactants needed to synthesize the given product. Given the product [CH3:1][C:2]1[CH:10]=[CH:9][C:8]2[NH:7][C@@H:6]3[CH:11]4[CH2:12][CH2:13][N:14]([CH2:15][C@@H:5]3[C:4]=2[CH:3]=1)[CH2:16][CH2:17]4, predict the reactants needed to synthesize it. The reactants are: [CH3:1][C:2]1[CH:10]=[CH:9][C:8]2[NH:7][C:6]3[CH:11]4[CH2:17][CH2:16][N:14]([CH2:15][C:5]=3[C:4]=2[CH:3]=1)[CH2:13][CH2:12]4.C([BH3-])#N.[Na+].